From a dataset of Forward reaction prediction with 1.9M reactions from USPTO patents (1976-2016). Predict the product of the given reaction. (1) Given the reactants [CH3:1][C@H:2]1[C@@H:7]2[CH2:8][CH2:9][C@:10]3([CH3:35])[C@@:15]4([CH3:33])[CH2:16][C@H:17]([O:29][C:30]([CH3:32])=[O:31])/[C:18](=[C:19](/[CH2:23][CH2:24][CH:25]=[C:26]([CH3:28])[CH3:27])\[C:20]([OH:22])=[O:21])/[C@@H:14]4[CH2:13][C@@H:12]([OH:34])[C@H:11]3[C@@:6]2([CH3:36])[CH2:5][CH2:4][C@H:3]1[OH:37].[CH3:1][C@H:2]1[C@@H:7]2[CH2:8][CH2:9][C@:10]3([CH3:35])[C@@:15]4([CH3:33])[CH2:16][C@H:17]([O:29][C:30]([CH3:32])=[O:31])/[C:18](=[C:19](/[CH2:23][CH2:24][CH:25]=[C:26]([CH3:27])[CH3:28])\[C:20]([OH:22])=[O:21])/[C@@H:14]4[CH2:13][C@@H:12]([OH:34])[C@H:11]3[C@@:6]2([CH3:36])[CH2:5][CH2:4][C@H:3]1[OH:37].O, predict the reaction product. The product is: [CH3:1][C@@H:2]1[C@H:3]([OH:37])[CH2:4][CH2:5][C@@:6]2([CH3:36])[C@H:7]1[CH2:8][CH2:9][C@:10]1([CH3:35])[C@@:15]3([CH3:33])[CH2:16][C@H:17]([O:29][C:30]([CH3:32])=[O:31])/[C:18](=[C:19](\[C:20]([OH:22])=[O:21])/[CH2:23][CH2:24][CH:25]=[C:26]([CH3:27])[CH3:28])/[C@@H:14]3[CH2:13][C@@H:12]([OH:34])[C@H:11]12. (2) The product is: [N+:37]([C:16]1[CH:17]=[CH:12][C:5]([N:18]2[CH2:19][CH:20]([OH:22])[CH2:21]2)=[CH:14][CH:15]=1)([O-:39])=[O:38]. Given the reactants C([O-])=O.[NH4+].[CH:5]([N:18]1[CH2:21][CH:20]([O:22][Si](C(C)(C)C)(C)C)[CH2:19]1)([C:12]1[CH:17]=[CH:16][CH:15]=[CH:14]C=1)C1C=CC=CC=1.FC1C=CC([N+:37]([O-:39])=[O:38])=CC=1, predict the reaction product. (3) Given the reactants [F:1][C:2]1[CH:3]=[C:4]([CH2:10][C:11]2[C:12](=[O:17])[NH:13][NH:14][C:15]=2[CH3:16])[CH:5]=[CH:6][C:7]=1[O:8][CH3:9].[C:18](OC(=O)C)(=[O:20])[CH3:19], predict the reaction product. The product is: [C:18]([N:14]1[C:15]([CH3:16])=[C:11]([CH2:10][C:4]2[CH:5]=[CH:6][C:7]([O:8][CH3:9])=[C:2]([F:1])[CH:3]=2)[C:12]([OH:17])=[N:13]1)(=[O:20])[CH3:19]. (4) Given the reactants [S:1](=[O:5])(=O)([OH:3])[OH:2].[CH:6]1[C:15]2[C:16]3[C:25]([C:13]4[C:14]=2[C:9]([CH:10]=[CH:11][CH:12]=4)=[CH:8][CH:7]=1)=[N:24][C:23]1[C:18](=[CH:19][CH:20]=[CH:21][CH:22]=1)[N:17]=3, predict the reaction product. The product is: [CH:6]1[C:15]2[C:16]3[C:25]([C:13]4[C:14]=2[C:9]([CH:10]=[CH:11][CH:12]=4)=[CH:8][C:7]=1[S:1]([OH:3])(=[O:5])=[O:2])=[N:24][C:23]1[C:18](=[CH:19][CH:20]=[CH:21][CH:22]=1)[N:17]=3. (5) Given the reactants Cl[C:2]1[CH:8]=C(C#CC)C(N)=C(F)[CH:3]=1.[Cl:13][C:14]1[CH:20]=[C:19]([S:21]([CH3:24])(=[O:23])=[O:22])[CH:18]=[C:17](I)[C:15]=1[NH2:16].C#CC, predict the reaction product. The product is: [Cl:13][C:14]1[CH:20]=[C:19]([S:21]([CH3:24])(=[O:23])=[O:22])[CH:18]=[C:17]([C:3]#[C:2][CH3:8])[C:15]=1[NH2:16].